From a dataset of Forward reaction prediction with 1.9M reactions from USPTO patents (1976-2016). Predict the product of the given reaction. Given the reactants [C:1]([O:5][C:6](=[O:18])[NH:7][CH2:8][CH2:9][C@H:10]1[CH2:15][CH2:14][C@H:13]([CH2:16][OH:17])[CH2:12][CH2:11]1)([CH3:4])([CH3:3])[CH3:2].[C:19](OC(=O)C)(=[O:21])[CH3:20].N1C=CC=CC=1, predict the reaction product. The product is: [C:1]([O:5][C:6]([NH:7][CH2:8][CH2:9][C@H:10]1[CH2:15][CH2:14][C@H:13]([CH2:16][O:17][C:19](=[O:21])[CH3:20])[CH2:12][CH2:11]1)=[O:18])([CH3:3])([CH3:2])[CH3:4].